Task: Predict which catalyst facilitates the given reaction.. Dataset: Catalyst prediction with 721,799 reactions and 888 catalyst types from USPTO (1) Reactant: [Cl:1][C:2]1[CH:7]=[CH:6][C:5]([CH2:8][CH2:9][CH2:10][C:11]([OH:13])=O)=[C:4]([F:14])[C:3]=1[CH2:15][CH:16]1[CH2:20][CH2:19][N:18]([CH:21]2[CH2:26][CH2:25][CH2:24][CH2:23][CH2:22]2)[C:17]1=[O:27].CCN=C=NCCCN(C)C.C1C=CC2N(O)N=NC=2C=1.C(N(CC)CC)C.[CH3:56][N:57]1[CH2:62][CH2:61][NH:60][CH2:59][CH2:58]1. Product: [Cl:1][C:2]1[C:3]([CH2:15][CH:16]2[CH2:20][CH2:19][N:18]([CH:21]3[CH2:22][CH2:23][CH2:24][CH2:25][CH2:26]3)[C:17]2=[O:27])=[C:4]([F:14])[C:5]([CH2:8][CH2:9][CH2:10][C:11]([N:60]2[CH2:61][CH2:62][N:57]([CH3:56])[CH2:58][CH2:59]2)=[O:13])=[CH:6][CH:7]=1. The catalyst class is: 1. (2) Reactant: Br[C:2]1[C:3](=[O:41])[NH:4][C:5]2[C:10]([CH:11]=1)=[CH:9][C:8]1[C:12]([C:34]3[CH:39]=[CH:38][N:37]=[C:36]([CH3:40])[CH:35]=3)=[N:13][N:14]([C:15]([C:28]3[CH:33]=[CH:32][CH:31]=[CH:30][CH:29]=3)([C:22]3[CH:27]=[CH:26][CH:25]=[CH:24][CH:23]=3)[C:16]3[CH:21]=[CH:20][CH:19]=[CH:18][CH:17]=3)[C:7]=1[CH:6]=2.[C:42]1([C:48](B(O)O)=[CH2:49])[CH:47]=[CH:46][CH:45]=[CH:44][CH:43]=1.C([O-])([O-])=O.[K+].[K+]. Product: [CH3:40][C:36]1[CH:35]=[C:34]([C:12]2[C:8]3[CH:9]=[C:10]4[C:5](=[CH:6][C:7]=3[N:14]([C:15]([C:16]3[CH:17]=[CH:18][CH:19]=[CH:20][CH:21]=3)([C:28]3[CH:29]=[CH:30][CH:31]=[CH:32][CH:33]=3)[C:22]3[CH:27]=[CH:26][CH:25]=[CH:24][CH:23]=3)[N:13]=2)[NH:4][C:3](=[O:41])[C:2]([C:48]([C:42]2[CH:47]=[CH:46][CH:45]=[CH:44][CH:43]=2)=[CH2:49])=[CH:11]4)[CH:39]=[CH:38][N:37]=1. The catalyst class is: 117. (3) Reactant: [CH3:1][C:2]1([CH2:28][CH2:29][CH2:30][CH2:31][CH2:32][CH2:33][CH2:34][CH3:35])[C:6]([O:7][CH2:8][C:9]([NH:11][C:12]2[CH:17]=[CH:16][C:15](B3OC(C)(C)C(C)(C)O3)=[CH:14][CH:13]=2)=[O:10])=[CH:5][C:4](=[O:27])[S:3]1.I[C:37]1[CH:42]=[CH:41][C:40]([C:43]([F:46])([F:45])[F:44])=[CH:39][CH:38]=1.C([O-])([O-])=O.[Cs+].[Cs+]. Product: [CH3:1][C:2]1([CH2:28][CH2:29][CH2:30][CH2:31][CH2:32][CH2:33][CH2:34][CH3:35])[C:6]([O:7][CH2:8][C:9]([NH:11][C:12]2[CH:13]=[CH:14][C:15]([C:37]3[CH:42]=[CH:41][C:40]([C:43]([F:46])([F:45])[F:44])=[CH:39][CH:38]=3)=[CH:16][CH:17]=2)=[O:10])=[CH:5][C:4](=[O:27])[S:3]1. The catalyst class is: 73.